From a dataset of Catalyst prediction with 721,799 reactions and 888 catalyst types from USPTO. Predict which catalyst facilitates the given reaction. Reactant: C(OC([N:8]1[CH2:11][CH:10]([NH:12][C:13]2[CH:14]=[C:15]3[C:24](=[CH:25][C:26]=2[CH:27]([CH3:29])[CH3:28])[O:23][CH2:22][C:21]2[N:16]3[C@H:17]([CH3:31])[C:18](=[O:30])[NH:19][N:20]=2)[CH2:9]1)=O)(C)(C)C.[C:32]([OH:38])([C:34]([F:37])([F:36])[F:35])=[O:33]. Product: [F:35][C:34]([F:37])([F:36])[C:32]([OH:38])=[O:33].[NH:8]1[CH2:9][CH:10]([NH:12][C:13]2[CH:14]=[C:15]3[C:24](=[CH:25][C:26]=2[CH:27]([CH3:28])[CH3:29])[O:23][CH2:22][C:21]2[N:16]3[C@H:17]([CH3:31])[C:18](=[O:30])[NH:19][N:20]=2)[CH2:11]1. The catalyst class is: 2.